This data is from Forward reaction prediction with 1.9M reactions from USPTO patents (1976-2016). The task is: Predict the product of the given reaction. (1) Given the reactants [CH3:1][O:2][C:3]1[CH:8]=[CH:7][C:6]([C@@H:9]2[C@@H:14]([O:15][CH2:16][C:17]3[CH:18]=[CH:19][C:20]4[O:25][CH2:24][CH2:23][N:22]([CH2:26][CH2:27][CH2:28][O:29][CH3:30])[C:21]=4[CH:31]=3)[CH2:13][N:12]([S:32]([C:35]3[CH:40]=[CH:39][C:38]([CH3:41])=[CH:37][CH:36]=3)(=[O:34])=[O:33])[C@@H:11]([CH2:42][C@@H:43]([OH:45])[CH3:44])[CH2:10]2)=[CH:5][CH:4]=1.[H-].[K+].[CH3:48][N:49]([CH3:53])[C:50](Cl)=[O:51], predict the reaction product. The product is: [CH3:1][O:2][C:3]1[CH:4]=[CH:5][C:6]([C@@H:9]2[C@@H:14]([O:15][CH2:16][C:17]3[CH:18]=[CH:19][C:20]4[O:25][CH2:24][CH2:23][N:22]([CH2:26][CH2:27][CH2:28][O:29][CH3:30])[C:21]=4[CH:31]=3)[CH2:13][N:12]([S:32]([C:35]3[CH:40]=[CH:39][C:38]([CH3:41])=[CH:37][CH:36]=3)(=[O:33])=[O:34])[C@@H:11]([CH2:42][C@@H:43]([O:45][C:50](=[O:51])[N:49]([CH3:53])[CH3:48])[CH3:44])[CH2:10]2)=[CH:7][CH:8]=1. (2) The product is: [F:33][C:2]1([F:1])[CH2:7][CH2:6][CH:5]([CH2:8][C:9]2[N:13]3[C:14]([C:27]#[CH:34])=[CH:15][C:16]([C:18]([NH:20][CH:21]4[CH2:26][CH2:25][O:24][CH2:23][CH2:22]4)=[O:19])=[CH:17][C:12]3=[N:11][C:10]=2[C:29]([F:32])([F:31])[F:30])[CH2:4][CH2:3]1. Given the reactants [F:1][C:2]1([F:33])[CH2:7][CH2:6][CH:5]([CH2:8][C:9]2[N:13]3[C:14]([CH:27]=O)=[CH:15][C:16]([C:18]([NH:20][CH:21]4[CH2:26][CH2:25][O:24][CH2:23][CH2:22]4)=[O:19])=[CH:17][C:12]3=[N:11][C:10]=2[C:29]([F:32])([F:31])[F:30])[CH2:4][CH2:3]1.[C:34](=O)([O-])[O-].[K+].[K+].[N+](=C(P(=O)(OC)OC)C(=O)C)=[N-].C(=O)([O-])O.[Na+], predict the reaction product.